This data is from TCR-epitope binding with 47,182 pairs between 192 epitopes and 23,139 TCRs. The task is: Binary Classification. Given a T-cell receptor sequence (or CDR3 region) and an epitope sequence, predict whether binding occurs between them. (1) The epitope is FADDLNQLTGY. Result: 0 (the TCR does not bind to the epitope). The TCR CDR3 sequence is CASSQVQGAPHNEQFF. (2) The epitope is SSTFNVPMEKLK. The TCR CDR3 sequence is CASSQAGGAGRNTGELFF. Result: 0 (the TCR does not bind to the epitope). (3) The epitope is ELAGIGILTV. The TCR CDR3 sequence is CATSRRDQYNEQFF. Result: 1 (the TCR binds to the epitope). (4) The epitope is NLVPMVATV. The TCR CDR3 sequence is CASSPQQATNEKLFF. Result: 1 (the TCR binds to the epitope). (5) The epitope is ELAGIGILTV. The TCR CDR3 sequence is CAINSGGSTDTQYF. Result: 1 (the TCR binds to the epitope). (6) The epitope is LQPFPQPELPYPQPQ. The TCR CDR3 sequence is CASSYSGLLAQYF. Result: 0 (the TCR does not bind to the epitope). (7) The epitope is IVTDFSVIK. The TCR CDR3 sequence is CASSQEPGIWEQYF. Result: 1 (the TCR binds to the epitope). (8) The epitope is LLALHRSYL. The TCR CDR3 sequence is CASSQAAGVGYPTEAFF. Result: 0 (the TCR does not bind to the epitope).